From a dataset of Reaction yield outcomes from USPTO patents with 853,638 reactions. Predict the reaction yield, written as a fraction of the theoretical maximum amount of product (1.0 means a 100% yield; for example, 0.34 means a 34% yield). (1) The reactants are C([N:8]1[CH:12]=[C:11]([C:13]2[N:21]([CH2:22][O:23][CH2:24][CH2:25][Si:26]([CH3:29])([CH3:28])[CH3:27])[C:20]3[C:19](=[O:30])[N:18]([CH2:31][CH2:32][CH3:33])[C:17]([N:34]4[CH2:38][CH2:37][CH2:36][CH2:35]4)=[N:16][C:15]=3[N:14]=2)[CH:10]=[N:9]1)C1C=CC=CC=1.CS(C)=O.CC([O-])(C)C.[K+].[NH4+].[Cl-]. The catalyst is C1COCC1. The product is [CH2:31]([N:18]1[C:19](=[O:30])[C:20]2[N:21]([CH2:22][O:23][CH2:24][CH2:25][Si:26]([CH3:29])([CH3:28])[CH3:27])[C:13]([C:11]3[CH:12]=[N:8][NH:9][CH:10]=3)=[N:14][C:15]=2[N:16]=[C:17]1[N:34]1[CH2:35][CH2:36][CH2:37][CH2:38]1)[CH2:32][CH3:33]. The yield is 0.700. (2) The reactants are Br[C:2]1[CH:7]=[CH:6][C:5]([Br:8])=[CH:4][N:3]=1.C([Li])CCC.[Cl:14][C:15]1[CH:16]=[C:17]([CH:24]=[C:25]([Cl:27])[CH:26]=1)[C:18](N(OC)C)=[O:19].[NH4+].[Cl-]. The catalyst is C1(C)C=CC=CC=1. The product is [Br:8][C:5]1[CH:6]=[CH:7][C:2]([C:18]([C:17]2[CH:16]=[C:15]([Cl:14])[CH:26]=[C:25]([Cl:27])[CH:24]=2)=[O:19])=[N:3][CH:4]=1. The yield is 0.690.